From a dataset of Full USPTO retrosynthesis dataset with 1.9M reactions from patents (1976-2016). Predict the reactants needed to synthesize the given product. (1) Given the product [NH2:17][C:15]1[CH:14]=[CH:13][C:12]([C:20]([F:23])([F:22])[F:21])=[C:11]([C:9]([N:6]2[CH2:5][CH2:4][N:3]([CH2:1][CH3:2])[CH2:8][CH2:7]2)=[O:10])[CH:16]=1, predict the reactants needed to synthesize it. The reactants are: [CH2:1]([N:3]1[CH2:8][CH2:7][N:6]([C:9]([C:11]2[CH:16]=[C:15]([N+:17]([O-])=O)[CH:14]=[CH:13][C:12]=2[C:20]([F:23])([F:22])[F:21])=[O:10])[CH2:5][CH2:4]1)[CH3:2].C([O-])=O.[NH4+]. (2) Given the product [O:2]1[C:6]2([CH2:11][CH2:10][CH2:9][CH2:8][CH:7]2[NH:12][C:13]([NH:16][C:17]2[C:21]([CH3:22])=[CH:20][S:19][CH:18]=2)=[NH:1])[O:5][CH2:4][CH2:3]1, predict the reactants needed to synthesize it. The reactants are: [NH3:1].[O:2]1[C:6]2([CH2:11][CH2:10][CH2:9][CH2:8][CH:7]2[NH:12][C:13](=[N:16][C:17]2[C:21]([CH3:22])=[CH:20][S:19][CH:18]=2)SC)[O:5][CH2:4][CH2:3]1.